Dataset: Reaction yield outcomes from USPTO patents with 853,638 reactions. Task: Predict the reaction yield, written as a fraction of the theoretical maximum amount of product (1.0 means a 100% yield; for example, 0.34 means a 34% yield). (1) The reactants are [CH2:1]([N:3]1[CH2:9][CH2:8][CH2:7][N:6]([C:10]2[CH:20]=[CH:19][C:13]([C:14]([O:16]CC)=O)=[CH:12][CH:11]=2)[CH2:5][CH2:4]1)[CH3:2].[CH3:21][O:22][C:23]1[CH:24]=[C:25]([CH2:31][CH2:32][C:33]2[CH:34]=[C:35]([NH2:38])[NH:36][N:37]=2)[CH:26]=[C:27]([O:29][CH3:30])[CH:28]=1.C[Al](C)C.C(Cl)Cl.CCOCC. The catalyst is C1(C)C=CC=CC=1. The product is [CH3:30][O:29][C:27]1[CH:26]=[C:25]([CH2:31][CH2:32][C:33]2[CH:34]=[C:35]([NH:38][C:14](=[O:16])[C:13]3[CH:12]=[CH:11][C:10]([N:6]4[CH2:7][CH2:8][CH2:9][N:3]([CH2:1][CH3:2])[CH2:4][CH2:5]4)=[CH:20][CH:19]=3)[NH:36][N:37]=2)[CH:24]=[C:23]([O:22][CH3:21])[CH:28]=1. The yield is 0.256. (2) The reactants are C([O:8][CH2:9][CH2:10][C:11]([NH:13][C:14]1[CH:15]=[C:16]2[C:20](=[CH:21][CH:22]=1)[NH:19][N:18]=[CH:17]2)=[O:12])C1C=CC=CC=1.Cl. The catalyst is CO.[Pd]. The product is [OH:8][CH2:9][CH2:10][C:11]([NH:13][C:14]1[CH:15]=[C:16]2[C:20](=[CH:21][CH:22]=1)[NH:19][N:18]=[CH:17]2)=[O:12]. The yield is 0.580. (3) The reactants are [Cl:1][C:2]1[N:3]=[N:4][C:5](Cl)=[CH:6][C:7]=1[C:8]1[CH:13]=[CH:12][CH:11]=[CH:10][CH:9]=1.[C:15]([N:22]1[CH2:27][CH2:26][NH:25][CH2:24][CH2:23]1)([O:17][C:18]([CH3:21])([CH3:20])[CH3:19])=[O:16].C(N(C(C)C)CC)(C)C. The catalyst is C(#N)C. The product is [C:18]([O:17][C:15]([N:22]1[CH2:27][CH2:26][N:25]([C:5]2[N:4]=[N:3][C:2]([Cl:1])=[C:7]([C:8]3[CH:13]=[CH:12][CH:11]=[CH:10][CH:9]=3)[CH:6]=2)[CH2:24][CH2:23]1)=[O:16])([CH3:21])([CH3:19])[CH3:20]. The yield is 0.200. (4) The reactants are Br[C:2]1[CH:3]=[CH:4][C:5]2[O:9][CH:8]=[CH:7][C:6]=2[CH:10]=1.[Br-].[CH2:12]([Zn+])[CH:13]([CH3:15])[CH3:14]. The catalyst is C1COCC1.C(OCC)(=O)C.CC(C)([P](C(C)(C)C)([Pd][P](C(C)(C)C)(C(C)(C)C)C(C)(C)C)C(C)(C)C)C. The product is [CH2:12]([C:2]1[CH:3]=[CH:4][C:5]2[O:9][CH:8]=[CH:7][C:6]=2[CH:10]=1)[CH:13]([CH3:15])[CH3:14]. The yield is 0.740. (5) The reactants are C[Si]([N:5]=[C:6]=[O:7])(C)C.[CH2:8]([O:10][C:11]([C:13]1[C:18]([O:19][CH2:20][CH3:21])=[C:17]([N:22]2[CH2:27][CH2:26][O:25][CH2:24][CH2:23]2)[N:16]=[C:15]([C:28]2[CH:33]=[CH:32][C:31]([NH2:34])=[CH:30][CH:29]=2)[N:14]=1)=[O:12])[CH3:9]. The catalyst is C1COCC1. The product is [CH2:8]([O:10][C:11]([C:13]1[C:18]([O:19][CH2:20][CH3:21])=[C:17]([N:22]2[CH2:23][CH2:24][O:25][CH2:26][CH2:27]2)[N:16]=[C:15]([C:28]2[CH:29]=[CH:30][C:31]([NH:34][C:6]([NH2:5])=[O:7])=[CH:32][CH:33]=2)[N:14]=1)=[O:12])[CH3:9]. The yield is 0.400. (6) The catalyst is [Zn].O. The reactants are [Cl:1][C:2]1[C:3]([N+:9]([O-])=O)=[C:4]([NH2:8])[CH:5]=[CH:6][CH:7]=1.[NH4+].[Cl-].CC(C)=O. The product is [Cl:1][C:2]1[CH:7]=[CH:6][CH:5]=[C:4]([NH2:8])[C:3]=1[NH2:9]. The yield is 0.700. (7) The reactants are [CH2:1]([S:4]([O:7][C:8]1[CH:13]=[CH:12][CH:11]=[C:10]([C:14]2([C:22]3[CH:27]=[CH:26][CH:25]=[C:24]([Br:28])[CH:23]=3)[C:18](=[O:19])[N:17]([CH3:20])[C:16](=S)[NH:15]2)[CH:9]=1)(=[O:6])=[O:5])[CH2:2][CH3:3].[NH3:29].C(OO)(C)(C)C. No catalyst specified. The product is [CH2:1]([S:4]([O:7][C:8]1[CH:13]=[CH:12][CH:11]=[C:10]([C:14]2([C:22]3[CH:27]=[CH:26][CH:25]=[C:24]([Br:28])[CH:23]=3)[C:18](=[O:19])[N:17]([CH3:20])[C:16]([NH2:29])=[N:15]2)[CH:9]=1)(=[O:5])=[O:6])[CH2:2][CH3:3]. The yield is 0.940.